This data is from Forward reaction prediction with 1.9M reactions from USPTO patents (1976-2016). The task is: Predict the product of the given reaction. (1) The product is: [CH:10]1([O:9][C:5]2[CH:4]=[C:3]([CH:8]=[CH:7][CH:6]=2)[C:1]#[N:2])[CH2:12][CH2:11]1. Given the reactants [C:1]([C:3]1[CH:4]=[C:5]([OH:9])[CH:6]=[CH:7][CH:8]=1)#[N:2].[CH:10]1(Br)[CH2:12][CH2:11]1.N12CCCN=C1CCCCC2, predict the reaction product. (2) The product is: [CH3:22][C:15]1([CH3:23])[C:16]2[CH:17]=[CH:18][CH:19]=[CH:20][C:21]=2[N:8]([C:4]2[CH:5]=[CH:6][CH:7]=[C:2]([B:33]3[O:34][C:35]([CH3:40])([CH3:41])[C:36]([CH3:38])([CH3:39])[O:37]3)[CH:3]=2)[C:9]2[C:14]1=[CH:13][CH:12]=[CH:11][CH:10]=2. Given the reactants Br[C:2]1[CH:3]=[C:4]([N:8]2[C:21]3[C:16](=[CH:17][CH:18]=[CH:19][CH:20]=3)[C:15]([CH3:23])([CH3:22])[C:14]3[CH:13]=[CH:12][CH:11]=[CH:10][C:9]2=3)[CH:5]=[CH:6][CH:7]=1.[B:33]1([B:33]2[O:37][C:36]([CH3:39])([CH3:38])[C:35]([CH3:41])([CH3:40])[O:34]2)[O:37][C:36]([CH3:39])([CH3:38])[C:35]([CH3:41])([CH3:40])[O:34]1.C([O-])(=O)C.[K+], predict the reaction product.